Dataset: Forward reaction prediction with 1.9M reactions from USPTO patents (1976-2016). Task: Predict the product of the given reaction. (1) Given the reactants [Br:1][C:2]1[CH:3]=[N:4][NH:5][CH:6]=1.I[C:8]1[CH:13]=[CH:12][CH:11]=[CH:10][CH:9]=1.N[C@@H]1CCCC[C@H]1N.C(=O)([O-])[O-].[K+].[K+].N#N, predict the reaction product. The product is: [Br:1][C:2]1[CH:3]=[N:4][N:5]([C:8]2[CH:13]=[CH:12][CH:11]=[CH:10][CH:9]=2)[CH:6]=1. (2) Given the reactants [Br:1][C:2]1[C:3]([NH:9][C:10]2[CH:15]=[CH:14][CH:13]=[CH:12][C:11]=2[NH:16][S:17]([CH3:20])(=[O:19])=[O:18])=[N:4][C:5](Cl)=[N:6][CH:7]=1.[CH3:21][O:22][C:23]1[CH:29]=[C:28]([O:30][CH3:31])[C:27]([O:32][CH3:33])=[CH:26][C:24]=1[NH2:25], predict the reaction product. The product is: [Br:1][C:2]1[C:3]([NH:9][C:10]2[CH:15]=[CH:14][CH:13]=[CH:12][C:11]=2[NH:16][S:17]([CH3:20])(=[O:19])=[O:18])=[N:4][C:5]([NH:25][C:24]2[CH:26]=[C:27]([O:32][CH3:33])[C:28]([O:30][CH3:31])=[CH:29][C:23]=2[O:22][CH3:21])=[N:6][CH:7]=1.